Task: Predict the reaction yield, written as a fraction of the theoretical maximum amount of product (1.0 means a 100% yield; for example, 0.34 means a 34% yield).. Dataset: Reaction yield outcomes from USPTO patents with 853,638 reactions (1) The reactants are [Br:1][C:2]1[CH:11]=[CH:10][C:5]([C:6]([O:8]C)=O)=[C:4]([CH2:12]Br)[CH:3]=1.[CH2:14]([NH2:16])[CH3:15]. The catalyst is CO. The product is [Br:1][C:2]1[CH:3]=[C:4]2[C:5](=[CH:10][CH:11]=1)[C:6](=[O:8])[N:16]([CH2:14][CH3:15])[CH2:12]2. The yield is 0.720. (2) The reactants are [Br:1][C:2]1[CH:3]=[C:4]2[C:9](=[CH:10][CH:11]=1)[N:8]=[C:7](Cl)[CH:6]=[N:5]2.C([Sn](CCCC)(CCCC)[C:18]([O:20][CH2:21][CH3:22])=[CH2:19])CCC. The catalyst is O1CCOCC1.CO.Cl[Pd](Cl)([P](C1C=CC=CC=1)(C1C=CC=CC=1)C1C=CC=CC=1)[P](C1C=CC=CC=1)(C1C=CC=CC=1)C1C=CC=CC=1. The product is [Br:1][C:2]1[CH:3]=[C:4]2[C:9](=[CH:10][CH:11]=1)[N:8]=[C:7]([C:18]([O:20][CH2:21][CH3:22])=[CH2:19])[CH:6]=[N:5]2. The yield is 0.523.